This data is from Full USPTO retrosynthesis dataset with 1.9M reactions from patents (1976-2016). The task is: Predict the reactants needed to synthesize the given product. (1) Given the product [CH3:22][N:19]1[CH2:20][CH2:21][C:9]2[N:8]([C:4]3[CH:3]=[CH:2][CH:7]=[C:6]([C:27]4[S:28][C:24]([CH3:23])=[CH:25][CH:26]=4)[CH:5]=3)[C:16]3[CH:15]=[CH:14][C:13]([CH3:17])=[CH:12][C:11]=3[C:10]=2[CH2:18]1, predict the reactants needed to synthesize it. The reactants are: Br[C:2]1[CH:3]=[C:4]([N:8]2[C:16]3[CH:15]=[CH:14][C:13]([CH3:17])=[CH:12][C:11]=3[C:10]3[CH2:18][N:19]([CH3:22])[CH2:20][CH2:21][C:9]2=3)[CH:5]=[CH:6][CH:7]=1.[CH3:23][C:24]1[S:28][C:27](B2OC(C)(C)C(C)(C)O2)=[CH:26][CH:25]=1.C([O-])([O-])=O.[K+].[K+]. (2) Given the product [Cl:25][C:5]1[CH:6]=[CH:7][CH:8]=[C:9]2[C:4]=1[N:3]=[C:2]([C:31]1[S:35][CH:34]=[N:33][CH:32]=1)[C:11]([C@@H:12]([N:14]1[C:22](=[O:23])[C:21]3[C:16](=[CH:17][CH:18]=[CH:19][CH:20]=3)[C:15]1=[O:24])[CH3:13])=[CH:10]2, predict the reactants needed to synthesize it. The reactants are: Cl[C:2]1[C:11]([C@@H:12]([N:14]2[C:22](=[O:23])[C:21]3[C:16](=[CH:17][CH:18]=[CH:19][CH:20]=3)[C:15]2=[O:24])[CH3:13])=[CH:10][C:9]2[C:4](=[C:5]([Cl:25])[CH:6]=[CH:7][CH:8]=2)[N:3]=1.C([Sn](CCCC)(CCCC)[C:31]1[S:35][CH:34]=[N:33][CH:32]=1)CCC.O1CCOCC1.